This data is from Forward reaction prediction with 1.9M reactions from USPTO patents (1976-2016). The task is: Predict the product of the given reaction. (1) The product is: [NH:1]([C:2]1[CH:3]=[C:4]([C:8]2[N:9]=[C:10]([S:13][CH2:14][C:15]([NH:17][CH2:18][C@@H:19]3[O:24][CH2:23][CH2:22][N:21]([CH2:25][C:26]4[CH:31]=[CH:30][C:29]([Cl:32])=[C:28]([Cl:33])[CH:27]=4)[CH2:20]3)=[O:16])[S:11][CH:12]=2)[CH:5]=[CH:6][CH:7]=1)[C:34]([CH3:35])=[O:36]. Given the reactants [NH2:1][C:2]1[CH:3]=[C:4]([C:8]2[N:9]=[C:10]([S:13][CH2:14][C:15]([NH:17][CH2:18][C@@H:19]3[O:24][CH2:23][CH2:22][N:21]([CH2:25][C:26]4[CH:31]=[CH:30][C:29]([Cl:32])=[C:28]([Cl:33])[CH:27]=4)[CH2:20]3)=[O:16])[S:11][CH:12]=2)[CH:5]=[CH:6][CH:7]=1.[C:34](OC(=O)C)(=[O:36])[CH3:35].O, predict the reaction product. (2) Given the reactants [Br:1][C:2]1[C:10]([OH:11])=[CH:9][C:5]([C:6]([OH:8])=[O:7])=[CH:4][C:3]=1O.C([O-])([O-])=O.[K+].[K+].[CH2:19](Br)[C:20]1[CH:25]=[CH:24][CH:23]=[CH:22][CH:21]=1.CN([CH:30]=[O:31])C, predict the reaction product. The product is: [CH2:19]([O:11][C:10]1[CH:9]=[C:5]([CH:4]=[C:3]([O:31][CH2:30][C:2]2[CH:10]=[CH:9][CH:5]=[CH:4][CH:3]=2)[C:2]=1[Br:1])[C:6]([O:8][CH2:19][C:20]1[CH:25]=[CH:24][CH:23]=[CH:22][CH:21]=1)=[O:7])[C:20]1[CH:25]=[CH:24][CH:23]=[CH:22][CH:21]=1. (3) Given the reactants [CH3:1][O:2][C:3]([C:5]1[CH:6]=[C:7]2[C:12](=[CH:13][C:14]=1C(O)=O)[N:11]=[CH:10][CH:9]=[N:8]2)=[O:4].CC[N:20]([CH2:23]C)CC.C1C=CC([O:31]P(OC2C=CC=CC=2)(N=[N+]=[N-])=O)=CC=1.[C:44]([OH:48])([CH3:47])([CH3:46])[CH3:45], predict the reaction product. The product is: [CH3:1][O:2][C:3]([C:5]1[CH:6]=[C:7]2[C:12](=[CH:13][C:14]=1[NH:20][C:23]([O:48][C:44]([CH3:47])([CH3:46])[CH3:45])=[O:31])[N:11]=[CH:10][CH:9]=[N:8]2)=[O:4]. (4) The product is: [C:1]([O:21][C@@H:20]1[C@@H:18]([O:19][C:1](=[O:8])[C:2]2[CH:7]=[CH:6][CH:5]=[CH:4][CH:3]=2)[C@H:16]([O:17][C:1](=[O:8])[C:2]2[CH:7]=[CH:6][CH:5]=[CH:4][CH:3]=2)[C@@H:14]([CH2:12][O:13][C:1](=[O:8])[C:2]2[CH:7]=[CH:6][CH:5]=[CH:4][CH:3]=2)[O:15][C@@H:23]1[Cl:24])(=[O:8])[C:2]1[CH:7]=[CH:6][CH:5]=[CH:4][CH:3]=1. Given the reactants [C:1](Cl)(=[O:8])[C:2]1[CH:7]=[CH:6][CH:5]=[CH:4][CH:3]=1.O=C[C@@H:12]([C@H:14]([C@@H:16]([C@@H:18]([CH2:20][OH:21])[OH:19])[OH:17])[OH:15])[OH:13].Cl[CH2:23][Cl:24], predict the reaction product.